From a dataset of Reaction yield outcomes from USPTO patents with 853,638 reactions. Predict the reaction yield, written as a fraction of the theoretical maximum amount of product (1.0 means a 100% yield; for example, 0.34 means a 34% yield). (1) The reactants are [NH:1]([C:3]1[CH:12]=[CH:11][CH:10]=[C:9]2[C:4]=1[CH:5]=[CH:6][CH:7]=[N:8]2)[NH2:2].[CH:13]1([CH:19]([C:23]2[CH:28]=[CH:27][CH:26]=[CH:25][CH:24]=2)[C:20](O)=[O:21])[CH2:18][CH2:17][CH2:16][CH2:15][CH2:14]1. No catalyst specified. The product is [CH:23]1([CH:19]([C:13]2[CH:14]=[CH:15][CH:16]=[CH:17][CH:18]=2)[C:20]([NH:2][NH:1][C:3]2[CH:12]=[CH:11][CH:10]=[C:9]3[C:4]=2[CH:5]=[CH:6][CH:7]=[N:8]3)=[O:21])[CH2:28][CH2:27][CH2:26][CH2:25][CH2:24]1. The yield is 0.250. (2) The reactants are [CH:1]1([CH2:4][NH2:5])[CH2:3][CH2:2]1.Cl[C:7]1[CH:12]=[CH:11][N:10]=[C:9]([NH2:13])[N:8]=1. The catalyst is C(O)C. The product is [CH:1]1([CH2:4][NH:5][C:7]2[CH:12]=[CH:11][N:10]=[C:9]([NH2:13])[N:8]=2)[CH2:3][CH2:2]1. The yield is 1.00. (3) The reactants are C([N:8]1[C:17]2[C:12](=[CH:13][CH:14]=[CH:15][CH:16]=2)[C@H:11]([N:18]([CH:22]2[CH2:24][CH2:23]2)[C:19](=[O:21])[CH3:20])[CH2:10][C@@H:9]1[CH3:25])C1C=CC=CC=1.C([O-])=O.[NH4+]. The catalyst is C(O)C.[Pd]. The product is [CH:22]1([N:18]([C@H:11]2[C:12]3[C:17](=[CH:16][CH:15]=[CH:14][CH:13]=3)[NH:8][C@@H:9]([CH3:25])[CH2:10]2)[C:19](=[O:21])[CH3:20])[CH2:23][CH2:24]1. The yield is 0.924.